This data is from Aqueous solubility values for 9,982 compounds from the AqSolDB database. The task is: Regression/Classification. Given a drug SMILES string, predict its absorption, distribution, metabolism, or excretion properties. Task type varies by dataset: regression for continuous measurements (e.g., permeability, clearance, half-life) or binary classification for categorical outcomes (e.g., BBB penetration, CYP inhibition). For this dataset (solubility_aqsoldb), we predict Y. The molecule is CN(C)P(=O)(OP(=O)(N(C)C)N(C)C)N(C)C. The Y is 0.543 log mol/L.